Dataset: Full USPTO retrosynthesis dataset with 1.9M reactions from patents (1976-2016). Task: Predict the reactants needed to synthesize the given product. (1) Given the product [CH3:1][C:2]1[CH:8]=[CH:7][C:5]([NH:6][N:9]=[C:21]([C:22](=[O:24])[CH3:23])[C:18](=[O:20])[CH3:19])=[CH:4][CH:3]=1, predict the reactants needed to synthesize it. The reactants are: [CH3:1][C:2]1[CH:8]=[CH:7][C:5]([NH2:6])=[CH:4][CH:3]=1.[N:9]([O-])=O.[Na+].C([O-])(=O)C.[Na+].[C:18]([CH2:21][C:22](=[O:24])[CH3:23])(=[O:20])[CH3:19]. (2) The reactants are: [CH:1]([Si:4](Cl)([CH:8]([CH3:10])[CH3:9])[CH:5]([CH3:7])[CH3:6])([CH3:3])[CH3:2].[Br:12][C:13]1[CH:14]=[CH:15][C:16]([Cl:20])=[C:17]([OH:19])[CH:18]=1.C(N(CC)CC)C. Given the product [Br:12][C:13]1[CH:14]=[CH:15][C:16]([Cl:20])=[C:17]([O:19][Si:4]([CH:8]([CH3:10])[CH3:9])([CH:5]([CH3:7])[CH3:6])[CH:1]([CH3:3])[CH3:2])[CH:18]=1, predict the reactants needed to synthesize it. (3) Given the product [OH:27][C:21]1([C:22]([O:24][CH2:25][CH3:26])=[O:23])[N:7]([C:6]([O:5][C:1]([CH3:4])([CH3:3])[CH3:2])=[O:15])[C:8]2=[N:9][CH:10]=[CH:11][CH:12]=[C:13]2[CH2:14]1, predict the reactants needed to synthesize it. The reactants are: [C:1]([O:5][C:6](=[O:15])[NH:7][C:8]1[C:13]([CH3:14])=[CH:12][CH:11]=[CH:10][N:9]=1)([CH3:4])([CH3:3])[CH3:2].[Li]C(C)(C)C.[C:21](OCC)(=[O:27])[C:22]([O:24][CH2:25][CH3:26])=[O:23].O. (4) Given the product [Si:22]([O:21][C@H:15]1[CH2:16][CH2:17][CH2:18][C@@:19]2([CH3:20])[C@H:14]1[CH2:13][CH2:12][C@@H:11]2[C@H:9]([CH3:10])[CH2:8][OH:7])([C:25]([CH3:28])([CH3:27])[CH3:26])([CH3:24])[CH3:23], predict the reactants needed to synthesize it. The reactants are: C([O:7][CH2:8][C@H:9]([C@@H:11]1[C@:19]2([CH3:20])[C@H:14]([C@@H:15]([O:21][Si:22]([C:25]([CH3:28])([CH3:27])[CH3:26])([CH3:24])[CH3:23])[CH2:16][CH2:17][CH2:18]2)[CH2:13][CH2:12]1)[CH3:10])(=O)C(C)(C)C.[H-].[Al+3].[Li+].[H-].[H-].[H-].